From a dataset of Full USPTO retrosynthesis dataset with 1.9M reactions from patents (1976-2016). Predict the reactants needed to synthesize the given product. (1) Given the product [C:18]([O:17][C:15]([N:7]1[CH2:8][CH2:9][C@H:10]([O:11][CH2:12][O:13][CH3:14])[C@H:5]([CH2:3][OH:2])[CH2:6]1)=[O:16])([CH3:21])([CH3:20])[CH3:19], predict the reactants needed to synthesize it. The reactants are: C[O:2][C:3]([C@H:5]1[C@@H:10]([O:11][CH2:12][O:13][CH3:14])[CH2:9][CH2:8][N:7]([C:15]([O:17][C:18]([CH3:21])([CH3:20])[CH3:19])=[O:16])[CH2:6]1)=O.[H-].[H-].[H-].[H-].[Li+].[Al+3]. (2) Given the product [C:16]([C:15]1[CH:14]=[CH:13][C:12]([NH:11][C:2]2[CH:7]=[CH:6][CH:5]=[CH:4][C:3]=2[N+:8]([O-:10])=[O:9])=[CH:25][CH:24]=1)(=[O:17])[C:18]1[CH:19]=[CH:20][CH:21]=[CH:22][CH:23]=1, predict the reactants needed to synthesize it. The reactants are: F[C:2]1[CH:7]=[CH:6][CH:5]=[CH:4][C:3]=1[N+:8]([O-:10])=[O:9].[NH2:11][C:12]1[CH:25]=[CH:24][C:15]([C:16]([C:18]2[CH:23]=[CH:22][CH:21]=[CH:20][CH:19]=2)=[O:17])=[CH:14][CH:13]=1.C([O-])(C)(C)C.[K+].